From a dataset of Catalyst prediction with 721,799 reactions and 888 catalyst types from USPTO. Predict which catalyst facilitates the given reaction. (1) Reactant: [C:1]1([S:7]([N:10]2[C:14]3=[N:15][CH:16]=[C:17]([N+:20]([O-:22])=[O:21])[C:18](Cl)=[C:13]3[CH:12]=[CH:11]2)(=[O:9])=[O:8])[CH:6]=[CH:5][CH:4]=[CH:3][CH:2]=1.[C:23]([O:27][C:28]([N:30]1[CH2:34][CH2:33][C@@H:32]([NH2:35])[CH2:31]1)=[O:29])([CH3:26])([CH3:25])[CH3:24].C(N(C(C)C)CC)(C)C. Product: [C:23]([O:27][C:28]([N:30]1[CH2:34][CH2:33][C@@H:32]([NH:35][C:18]2[C:17]([N+:20]([O-:22])=[O:21])=[CH:16][N:15]=[C:14]3[N:10]([S:7]([C:1]4[CH:6]=[CH:5][CH:4]=[CH:3][CH:2]=4)(=[O:9])=[O:8])[CH:11]=[CH:12][C:13]=23)[CH2:31]1)=[O:29])([CH3:26])([CH3:24])[CH3:25]. The catalyst class is: 41. (2) Reactant: [Br:1][C:2]1[CH:8]=[CH:7][C:5]([NH2:6])=[C:4]([F:9])[CH:3]=1.N1C=CC=CC=1.[F:16][C:17]1[CH:25]=[C:24]([S:26]([CH3:29])(=[O:28])=[O:27])[CH:23]=[CH:22][C:18]=1[C:19](Cl)=[O:20]. Product: [Br:1][C:2]1[CH:8]=[CH:7][C:5]([NH:6][C:19](=[O:20])[C:18]2[CH:22]=[CH:23][C:24]([S:26]([CH3:29])(=[O:28])=[O:27])=[CH:25][C:17]=2[F:16])=[C:4]([F:9])[CH:3]=1. The catalyst class is: 34.